From a dataset of Forward reaction prediction with 1.9M reactions from USPTO patents (1976-2016). Predict the product of the given reaction. The product is: [Cl:1][C:2]1[CH:18]=[CH:17][C:5]2[CH2:6][CH2:7][N:8]([C:11](=[O:16])[C:12]([F:15])([F:14])[F:13])[CH2:9][CH2:10][C:4]=2[C:3]=1[NH:27][CH2:28][C:29]1[CH:30]=[N:31][C:32]([O:35][CH2:36][C:37](=[O:44])[NH:38][CH2:39][C:40]([CH3:42])([CH3:41])[CH3:43])=[CH:33][CH:34]=1. Given the reactants [Cl:1][C:2]1[CH:18]=[CH:17][C:5]2[CH2:6][CH2:7][N:8]([C:11](=[O:16])[C:12]([F:15])([F:14])[F:13])[CH2:9][CH2:10][C:4]=2[C:3]=1OS(C(F)(F)F)(=O)=O.[NH2:27][CH2:28][C:29]1[CH:30]=[N:31][C:32]([O:35][CH2:36][C:37](=[O:44])[NH:38][CH2:39][C:40]([CH3:43])([CH3:42])[CH3:41])=[CH:33][CH:34]=1, predict the reaction product.